This data is from Peptide-MHC class I binding affinity with 185,985 pairs from IEDB/IMGT. The task is: Regression. Given a peptide amino acid sequence and an MHC pseudo amino acid sequence, predict their binding affinity value. This is MHC class I binding data. (1) The peptide sequence is RMRGAHTNDVK. The MHC is HLA-B54:01 with pseudo-sequence HLA-B54:01. The binding affinity (normalized) is 0. (2) The peptide sequence is SAVTDRETDV. The MHC is HLA-A68:02 with pseudo-sequence HLA-A68:02. The binding affinity (normalized) is 0.0964. (3) The peptide sequence is MLHHYGIHY. The MHC is HLA-B27:03 with pseudo-sequence HLA-B27:03. The binding affinity (normalized) is 0.0847. (4) The peptide sequence is FIKDYRYTY. The MHC is HLA-A11:01 with pseudo-sequence HLA-A11:01. The binding affinity (normalized) is 0.0847.